Predict the reaction yield, written as a fraction of the theoretical maximum amount of product (1.0 means a 100% yield; for example, 0.34 means a 34% yield). From a dataset of Reaction yield outcomes from USPTO patents with 853,638 reactions. The reactants are [N+:1]([C:4]1[CH:9]=[CH:8][N:7]=[C:6]([CH:10]=[C:11]2[C:19]3[C:14](=[CH:15][CH:16]=[CH:17][CH:18]=3)[C:13](=O)[O:12]2)[CH:5]=1)([O-])=O.O.[NH2:22][NH2:23].[Cl-].[NH4+]. The catalyst is [Fe].C(O)C. The product is [NH2:1][C:4]1[CH:9]=[CH:8][N:7]=[C:6]([CH2:10][C:11]2[C:19]3[C:14](=[CH:15][CH:16]=[CH:17][CH:18]=3)[C:13](=[O:12])[NH:23][N:22]=2)[CH:5]=1. The yield is 0.310.